From a dataset of Peptide-MHC class I binding affinity with 185,985 pairs from IEDB/IMGT. Regression. Given a peptide amino acid sequence and an MHC pseudo amino acid sequence, predict their binding affinity value. This is MHC class I binding data. The peptide sequence is SNFTSTTVK. The MHC is HLA-B58:01 with pseudo-sequence HLA-B58:01. The binding affinity (normalized) is 0.352.